Dataset: Full USPTO retrosynthesis dataset with 1.9M reactions from patents (1976-2016). Task: Predict the reactants needed to synthesize the given product. (1) Given the product [Cl:1][C:2]1[CH:3]=[CH:4][C:5]([F:12])=[C:6]([S:8]([NH:27][C:24]2[CH:23]=[CH:22][C:21]([B:16]3[O:17][C:18]([CH3:20])([CH3:19])[C:14]([CH3:28])([CH3:13])[O:15]3)=[CH:26][CH:25]=2)(=[O:10])=[O:9])[CH:7]=1, predict the reactants needed to synthesize it. The reactants are: [Cl:1][C:2]1[CH:3]=[CH:4][C:5]([F:12])=[C:6]([S:8](Cl)(=[O:10])=[O:9])[CH:7]=1.[CH3:13][C:14]1([CH3:28])[C:18]([CH3:20])([CH3:19])[O:17][B:16]([C:21]2[CH:26]=[CH:25][C:24]([NH2:27])=[CH:23][CH:22]=2)[O:15]1.C(Cl)Cl. (2) Given the product [Cl:1][C:2]1[CH:7]=[CH:6][C:5](/[CH:8]=[CH:9]/[CH2:10][N:11]2[CH2:16][CH2:15][N:14]([C:17]3[N:18]([CH3:26])[N:19]=[C:20]([CH3:25])[C:21]=3[NH2:22])[CH2:13][CH2:12]2)=[CH:4][CH:3]=1, predict the reactants needed to synthesize it. The reactants are: [Cl:1][C:2]1[CH:7]=[CH:6][C:5](/[CH:8]=[CH:9]/[CH2:10][N:11]2[CH2:16][CH2:15][N:14]([C:17]3[N:18]([CH3:26])[N:19]=[C:20]([CH3:25])[C:21]=3[N+:22]([O-])=O)[CH2:13][CH2:12]2)=[CH:4][CH:3]=1.O.[Sn](Cl)Cl.O.O.O.C([O-])(=O)C.[Na+]. (3) Given the product [N:35]1[CH:40]=[CH:39][CH:38]=[C:37]([NH:41][C:18]([C:17]2[N:16]=[CH:15][N:12]3[CH:13]=[CH:14][C:9]([C:4]4[CH:5]=[CH:6][CH:7]=[CH:8][C:3]=4[C:2]([F:22])([F:21])[F:1])=[N:10][C:11]=23)=[O:20])[CH:36]=1, predict the reactants needed to synthesize it. The reactants are: [F:1][C:2]([F:22])([F:21])[C:3]1[CH:8]=[CH:7][CH:6]=[CH:5][C:4]=1[C:9]1[CH:14]=[CH:13][N:12]2[CH:15]=[N:16][C:17]([C:18]([OH:20])=O)=[C:11]2[N:10]=1.C(Cl)(=O)C(Cl)=O.N1C=CC=CC=1.[N:35]1[CH:40]=[CH:39][CH:38]=[C:37]([NH2:41])[CH:36]=1. (4) The reactants are: C([O:8][CH2:9][C@H:10]([NH:27][C:28]1[N:36]=[CH:35][N:34]=[C:33]2[C:29]=1[NH:30][CH:31]=[N:32]2)[C:11]1[N:15]([C:16]2[CH:21]=[CH:20][CH:19]=[CH:18][CH:17]=2)[C:14]2[CH:22]=[C:23]([F:26])[CH:24]=[CH:25][C:13]=2[N:12]=1)C1C=CC=CC=1.B(Br)(Br)Br.CO. Given the product [F:26][C:23]1[CH:24]=[CH:25][C:13]2[N:12]=[C:11]([CH:10]([NH:27][C:28]3[N:36]=[CH:35][N:34]=[C:33]4[C:29]=3[NH:30][CH:31]=[N:32]4)[CH2:9][OH:8])[N:15]([C:16]3[CH:17]=[CH:18][CH:19]=[CH:20][CH:21]=3)[C:14]=2[CH:22]=1, predict the reactants needed to synthesize it. (5) Given the product [C:1]1([C:7]([C:10]2[CH:15]=[CH:14][CH:13]=[CH:12][CH:11]=2)=[N:8][NH:9][C:17]2[CH:18]=[C:19]3[C:24](=[CH:25][CH:26]=2)[N:23]=[CH:22][CH:21]=[N:20]3)[CH:2]=[CH:3][CH:4]=[CH:5][CH:6]=1, predict the reactants needed to synthesize it. The reactants are: [C:1]1([C:7]([C:10]2[CH:15]=[CH:14][CH:13]=[CH:12][CH:11]=2)=[N:8][NH2:9])[CH:6]=[CH:5][CH:4]=[CH:3][CH:2]=1.Br[C:17]1[CH:18]=[C:19]2[C:24](=[CH:25][CH:26]=1)[N:23]=[CH:22][CH:21]=[N:20]2.CC(C)([O-])C.[Na+]. (6) Given the product [F:19][C:17]([F:18])([F:20])[C:12]1[CH:13]=[CH:14][CH:15]=[CH:16][C:11]=1[C:10]1[O:9][N:8]=[CH:7][C:6]=1[C:4]([OH:5])=[O:3], predict the reactants needed to synthesize it. The reactants are: C([O:3][C:4]([C:6]1[CH:7]=[N:8][O:9][C:10]=1[C:11]1[CH:16]=[CH:15][CH:14]=[CH:13][C:12]=1[C:17]([F:20])([F:19])[F:18])=[O:5])C.Cl. (7) Given the product [F:1][C:2]([F:17])([F:16])[O:3][C:4]1[CH:5]=[C:6]2[C:11](=[CH:12][CH:13]=1)[O:10][CH2:9][C:8]([C:14]([OH:20])=[O:18])=[CH:7]2, predict the reactants needed to synthesize it. The reactants are: [F:1][C:2]([F:17])([F:16])[O:3][C:4]1[CH:5]=[C:6]2[C:11](=[CH:12][CH:13]=1)[O:10][CH2:9][C:8]([C:14]#N)=[CH:7]2.[OH-:18].[Na+].[OH2:20].Cl. (8) Given the product [NH2:4][C:5]1[N:10]=[C:9]([CH2:11][CH2:12][C:13]2[CH:18]=[CH:17][C:16]([NH:19][C:20]([C:22]3[C:23]([C:28]4[CH:29]=[CH:30][C:31]([C:34]([F:37])([F:35])[F:36])=[CH:32][CH:33]=4)=[CH:24][CH:25]=[CH:26][CH:27]=3)=[O:21])=[CH:15][CH:14]=2)[CH:8]=[CH:7][N:6]=1, predict the reactants needed to synthesize it. The reactants are: C([NH:4][C:5]1[N:10]=[C:9]([CH2:11][CH2:12][C:13]2[CH:18]=[CH:17][C:16]([NH:19][C:20]([C:22]3[C:23]([C:28]4[CH:33]=[CH:32][C:31]([C:34]([F:37])([F:36])[F:35])=[CH:30][CH:29]=4)=[CH:24][CH:25]=[CH:26][CH:27]=3)=[O:21])=[CH:15][CH:14]=2)[CH:8]=[CH:7][N:6]=1)(=O)C.Cl.